Predict the product of the given reaction. From a dataset of Forward reaction prediction with 1.9M reactions from USPTO patents (1976-2016). Given the reactants Br[C:2]1[CH:7]=[C:6]([F:8])[CH:5]=[CH:4][C:3]=1[O:9][CH3:10].C([Li])CCC.[B:16](OC)([O:19]C)[O:17]C.[Cl-].[NH4+], predict the reaction product. The product is: [F:8][C:6]1[CH:5]=[CH:4][C:3]([O:9][CH3:10])=[C:2]([B:16]([OH:19])[OH:17])[CH:7]=1.